Dataset: Full USPTO retrosynthesis dataset with 1.9M reactions from patents (1976-2016). Task: Predict the reactants needed to synthesize the given product. (1) Given the product [NH2:1][C:4]1[CH:5]=[CH:6][C:7]([CH2:8][N:9]2[C:17]3[C:12](=[CH:13][CH:14]=[CH:15][CH:16]=3)[C:11]([CH2:18][C:19]([O:21][CH2:22][CH3:23])=[O:20])=[N:10]2)=[CH:24][CH:25]=1, predict the reactants needed to synthesize it. The reactants are: [N+:1]([C:4]1[CH:25]=[CH:24][C:7]([CH2:8][N:9]2[C:17]3[C:12](=[CH:13][CH:14]=[CH:15][CH:16]=3)[C:11]([CH2:18][C:19]([O:21][CH2:22][CH3:23])=[O:20])=[N:10]2)=[CH:6][CH:5]=1)([O-])=O.C(OCC)(=O)C. (2) Given the product [CH2:10]([O:13][CH2:14][C:15]1[CH:20]=[CH:19][C:18]([C:21](=[N+:28]=[N-:29])[C:22]2[CH:27]=[CH:26][CH:25]=[CH:24][CH:23]=2)=[CH:17][CH:16]=1)[CH:11]=[CH2:12], predict the reactants needed to synthesize it. The reactants are: S([O-])([O-])(=O)=O.[Na+].[Na+].[OH-].[K+].[CH2:10]([O:13][CH2:14][C:15]1[CH:20]=[CH:19][C:18]([C:21](=[N:28][NH2:29])[C:22]2[CH:27]=[CH:26][CH:25]=[CH:24][CH:23]=2)=[CH:17][CH:16]=1)[CH:11]=[CH2:12]. (3) Given the product [CH2:29]([N:31]([CH2:48][CH3:49])[CH2:32]/[CH:33]=[CH:34]\[C:2]1[CH:7]=[C:6]([F:8])[CH:5]=[CH:4][C:3]=1[S:9]([NH:12][C:13]1[C:22]([C:23]([O:25][CH3:26])=[O:24])=[C:21]2[C:16]([CH:17]3[CH2:27][CH:18]3[CH2:19][O:20]2)=[CH:15][C:14]=1[F:28])(=[O:11])=[O:10])[CH3:30], predict the reactants needed to synthesize it. The reactants are: Br[C:2]1[CH:7]=[C:6]([F:8])[CH:5]=[CH:4][C:3]=1[S:9]([NH:12][C:13]1[C:22]([C:23]([O:25][CH3:26])=[O:24])=[C:21]2[C:16]([CH:17]3[CH2:27][CH:18]3[CH2:19][O:20]2)=[CH:15][C:14]=1[F:28])(=[O:11])=[O:10].[CH2:29]([N:31]([CH2:48][CH3:49])[CH2:32]/[CH:33]=[CH:34]\[Sn](CCCC)(CCCC)CCCC)[CH3:30].F[B-](F)(F)F.C([PH+](C(C)(C)C)C(C)(C)C)(C)(C)C. (4) Given the product [OH:34][CH2:33][CH2:35][NH:36][C:26]([C:23]1([CH2:22][CH2:21][CH2:20][CH2:19][CH2:18][CH2:17][CH2:16][CH2:15][CH2:14][CH2:13][CH2:12][CH2:11][C:8]2([C:6]([NH:5][S:2]([CH3:1])(=[O:3])=[O:4])=[O:7])[CH2:9][CH2:10]2)[CH2:24][CH2:25]1)=[O:28], predict the reactants needed to synthesize it. The reactants are: [CH3:1][S:2]([NH:5][C:6]([C:8]1([CH2:11][CH2:12][CH2:13][CH2:14][CH2:15][CH2:16][CH2:17][CH2:18][CH2:19][CH2:20][CH2:21][CH2:22][C:23]2([C:26]([OH:28])=O)[CH2:25][CH2:24]2)[CH2:10][CH2:9]1)=[O:7])(=[O:4])=[O:3].C(Cl)CCl.[CH2:33]([CH2:35][NH2:36])[OH:34].